Dataset: Full USPTO retrosynthesis dataset with 1.9M reactions from patents (1976-2016). Task: Predict the reactants needed to synthesize the given product. Given the product [Si:5]([O:6][CH2:7][C:8]1[CH:12]=[C:11]([CH:30]=[O:31])[S:10][C:9]=1[CH3:13])([C:1]([CH3:4])([CH3:3])[CH3:2])([CH3:15])[CH3:14], predict the reactants needed to synthesize it. The reactants are: [C:1]([Si:5]([CH3:15])([CH3:14])[O:6][CH2:7][C:8]1[CH:12]=[CH:11][S:10][C:9]=1[CH3:13])([CH3:4])([CH3:3])[CH3:2].[Li]CCCC.CCCCCC.CN([CH:30]=[O:31])C.